This data is from Full USPTO retrosynthesis dataset with 1.9M reactions from patents (1976-2016). The task is: Predict the reactants needed to synthesize the given product. (1) Given the product [ClH:1].[Cl:1][C:2]1[CH:7]=[CH:6][C:5]([C:8]2[N:13]=[C:12]([C:14]([NH:31][C@H:32]([C:41]([CH3:42])([CH3:43])[CH3:44])[CH2:33][C:34]([OH:36])=[O:35])=[O:15])[CH:11]=[CH:10][C:9]=2[C:17]2[CH:22]=[CH:21][CH:20]=[CH:19][C:18]=2[CH3:23])=[CH:4][C:3]=1[O:24][CH2:25][CH2:26][CH2:27][N:28]([CH3:30])[CH3:29], predict the reactants needed to synthesize it. The reactants are: [Cl:1][C:2]1[CH:7]=[CH:6][C:5]([C:8]2[N:13]=[C:12]([C:14](O)=[O:15])[CH:11]=[CH:10][C:9]=2[C:17]2[CH:22]=[CH:21][CH:20]=[CH:19][C:18]=2[CH3:23])=[CH:4][C:3]=1[O:24][CH2:25][CH2:26][CH2:27][N:28]([CH3:30])[CH3:29].[NH2:31][C@H:32]([C:41]([CH3:44])([CH3:43])[CH3:42])[CH2:33][C:34]([O:36]C(C)(C)C)=[O:35]. (2) The reactants are: [CH3:1][O:2][C:3]1[CH:4]=[C:5]([C:9]2[N:10]=[C:11]3[N:15]([CH:16]=2)[CH:14]=[C:13]([C:17]([NH:19][CH2:20][CH2:21][CH2:22][CH2:23][CH2:24][CH2:25][C:26](O)=[O:27])=[O:18])[S:12]3)[CH:6]=[CH:7][CH:8]=1.[O:29]1[CH2:34][CH2:33][CH2:32][CH2:31][CH:30]1[O:35][NH2:36]. Given the product [CH3:1][O:2][C:3]1[CH:4]=[C:5]([C:9]2[N:10]=[C:11]3[N:15]([CH:16]=2)[CH:14]=[C:13]([C:17]([NH:19][CH2:20][CH2:21][CH2:22][CH2:23][CH2:24][CH2:25][C:26](=[O:27])[NH:36][O:35][CH:30]2[CH2:31][CH2:32][CH2:33][CH2:34][O:29]2)=[O:18])[S:12]3)[CH:6]=[CH:7][CH:8]=1, predict the reactants needed to synthesize it.